This data is from Reaction yield outcomes from USPTO patents with 853,638 reactions. The task is: Predict the reaction yield, written as a fraction of the theoretical maximum amount of product (1.0 means a 100% yield; for example, 0.34 means a 34% yield). (1) The reactants are [NH2:1][C:2]1[C:3]([Cl:18])=[N:4][C:5]2[C:10]([C:11]=1[NH:12][CH2:13][C:14]([CH3:17])([OH:16])[CH3:15])=[CH:9][CH:8]=[CH:7][CH:6]=2.C(N(CC)CC)C.[Cl-].Cl[C:28](Cl)=[N+:29]([CH3:33])[CH2:30][CH2:31][CH3:32]. The catalyst is ClCCl.C(OCC)(=O)C. The product is [Cl:18][C:3]1[C:2]2[N:1]=[C:28]([N:29]([CH3:33])[CH2:30][CH2:31][CH3:32])[N:12]([CH2:13][C:14]([CH3:15])([OH:16])[CH3:17])[C:11]=2[C:10]2[CH:9]=[CH:8][CH:7]=[CH:6][C:5]=2[N:4]=1. The yield is 0.805. (2) The reactants are [F:1][C:2]1[CH:3]=[C:4]2[C:8](=[CH:9][C:10]=1[N+:11]([O-])=O)[C:7](=[O:14])[NH:6][C:5]2=[O:15].[Sn](Cl)Cl.[OH-].[Na+]. The catalyst is Cl. The product is [NH2:11][C:10]1[CH:9]=[C:8]2[C:4](=[CH:3][C:2]=1[F:1])[C:5](=[O:15])[NH:6][C:7]2=[O:14]. The yield is 0.800. (3) The reactants are [C:1]([NH:5][C:6]1[CH:11]=[CH:10][CH:9]=[CH:8][CH:7]=1)([CH3:4])([CH3:3])[CH3:2].[CH:12](OC(=O)C)=[O:13].[OH-].[Na+]. The catalyst is C1COCC1. The product is [C:1]([N:5]([C:6]1[CH:11]=[CH:10][CH:9]=[CH:8][CH:7]=1)[CH:12]=[O:13])([CH3:4])([CH3:2])[CH3:3]. The yield is 0.742. (4) The yield is 0.800. The product is [C:8]([C:4]1[CH:3]=[C:2]([C:21]2[CH:22]=[CH:23][C:18]([CH:16]=[O:17])=[CH:19][CH:20]=2)[CH:7]=[CH:6][CH:5]=1)(=[O:15])[CH2:9][CH2:10][CH2:11][CH2:12][CH2:13][CH3:14]. The catalyst is O1CCCC1.C([O-])(=O)C.[Pd+2].C([O-])(=O)C.C1(P(C2CCCCC2)C2C=CC=CC=2C2C=CC=CC=2)CCCCC1. The reactants are Br[C:2]1[CH:7]=[CH:6][CH:5]=[C:4]([C:8](=[O:15])[CH2:9][CH2:10][CH2:11][CH2:12][CH2:13][CH3:14])[CH:3]=1.[CH:16]([C:18]1[CH:23]=[CH:22][C:21](B(O)O)=[CH:20][CH:19]=1)=[O:17].[F-].[K+]. (5) The reactants are [Si](OCC[C:21]1[NH:22][C:23]2[C:28]([C:29]=1C(=O)C(OCC)=O)=[CH:27][C:26](Cl)=[CH:25][CH:24]=2)(C(C)(C)C)(C1C=CC=CC=1)C1C=CC=CC=1.[CH:38](Br)([C:45]1[CH:50]=[CH:49][CH:48]=[CH:47][CH:46]=1)[C:39]1[CH:44]=[CH:43][CH:42]=[CH:41][CH:40]=1.C([O-])([O-])=O.[Cs+].[Cs+]. The catalyst is C(#N)C.O. The product is [CH:38]([N:22]1[C:23]2[C:28](=[CH:27][CH:26]=[CH:25][CH:24]=2)[CH:29]=[CH:21]1)([C:39]1[CH:44]=[CH:43][CH:42]=[CH:41][CH:40]=1)[C:45]1[CH:50]=[CH:49][CH:48]=[CH:47][CH:46]=1. The yield is 0.450. (6) The reactants are C([O:8][P:9]([O:19][CH2:20][CH2:21][N:22]1[C:31]2[C:26](=[CH:27][C:28]([C:32]3[CH:33]=[N:34][C:35]([NH:47][C:48](=[O:52])[NH:49][CH2:50][CH3:51])=[CH:36][C:37]=3[C:38]3[S:39][CH:40]=[C:41]([C:43]([F:46])([F:45])[F:44])[N:42]=3)=[CH:29][N:30]=2)[C:25](=[O:53])[C:24]([C:54]([OH:56])=[O:55])=[CH:23]1)([O:11]CC1C=CC=CC=1)=[O:10])C1C=CC=CC=1.C[Si](Br)(C)C.O. The catalyst is ClCCl.CO. The product is [CH2:50]([NH:49][C:48]([NH:47][C:35]1[N:34]=[CH:33][C:32]([C:28]2[CH:27]=[C:26]3[C:31](=[N:30][CH:29]=2)[N:22]([CH2:21][CH2:20][O:19][P:9]([OH:11])([OH:10])=[O:8])[CH:23]=[C:24]([C:54]([OH:56])=[O:55])[C:25]3=[O:53])=[C:37]([C:38]2[S:39][CH:40]=[C:41]([C:43]([F:45])([F:46])[F:44])[N:42]=2)[CH:36]=1)=[O:52])[CH3:51]. The yield is 0.259. (7) The reactants are [N:1]1([C:6]2[CH:11]=[CH:10][N:9]=[CH:8][CH:7]=2)[CH:5]=[CH:4][CH:3]=[N:2]1.[Br:12]Br. The catalyst is C(O)(=O)C.[O-]S([O-])(=S)=O.[Na+].[Na+]. The product is [Br:12][C:4]1[CH:3]=[N:2][N:1]([C:6]2[CH:11]=[CH:10][N:9]=[CH:8][CH:7]=2)[CH:5]=1. The yield is 0.550. (8) The reactants are [OH:1][C:2]([C:5]1[CH:30]=[CH:29][C:8]([C:9]([N:11]2[CH2:16][CH2:15][C:14]3([CH2:25][C:24](=[O:26])[C:23]4[C:18](=[CH:19][CH:20]=[C:21]([C:27]#[N:28])[CH:22]=4)[O:17]3)[CH2:13][CH2:12]2)=[O:10])=[CH:7][C:6]=1[CH3:31])([CH3:4])[CH3:3].[BH4-].[Na+]. The catalyst is CO. The product is [OH:26][CH:24]1[C:23]2[C:18](=[CH:19][CH:20]=[C:21]([C:27]#[N:28])[CH:22]=2)[O:17][C:14]2([CH2:13][CH2:12][N:11]([C:9](=[O:10])[C:8]3[CH:29]=[CH:30][C:5]([C:2]([OH:1])([CH3:4])[CH3:3])=[C:6]([CH3:31])[CH:7]=3)[CH2:16][CH2:15]2)[CH2:25]1. The yield is 0.930.